Dataset: Reaction yield outcomes from USPTO patents with 853,638 reactions. Task: Predict the reaction yield, written as a fraction of the theoretical maximum amount of product (1.0 means a 100% yield; for example, 0.34 means a 34% yield). The reactants are C([Li])CCC.[CH2:6]([O:8][C:9]#[CH:10])[CH3:7].[CH2:11]([Sn:15](Cl)([CH2:20][CH2:21][CH2:22][CH3:23])[CH2:16][CH2:17][CH2:18][CH3:19])[CH2:12][CH2:13][CH3:14]. The catalyst is C(OCC)C. The product is [CH2:20]([Sn:15]([CH2:11][CH2:12][CH2:13][CH3:14])([CH2:16][CH2:17][CH2:18][CH3:19])[C:10]#[C:9][O:8][CH2:6][CH3:7])[CH2:21][CH2:22][CH3:23]. The yield is 1.00.